From a dataset of NCI-60 drug combinations with 297,098 pairs across 59 cell lines. Regression. Given two drug SMILES strings and cell line genomic features, predict the synergy score measuring deviation from expected non-interaction effect. (1) Drug 1: C1=CC(=CC=C1CCCC(=O)O)N(CCCl)CCCl. Drug 2: CS(=O)(=O)CCNCC1=CC=C(O1)C2=CC3=C(C=C2)N=CN=C3NC4=CC(=C(C=C4)OCC5=CC(=CC=C5)F)Cl. Cell line: 786-0. Synergy scores: CSS=41.3, Synergy_ZIP=-2.37, Synergy_Bliss=-6.83, Synergy_Loewe=-4.90, Synergy_HSA=-6.92. (2) Drug 1: CC12CCC(CC1=CCC3C2CCC4(C3CC=C4C5=CN=CC=C5)C)O. Drug 2: C1=CC(=CC=C1CC(C(=O)O)N)N(CCCl)CCCl.Cl. Cell line: SF-295. Synergy scores: CSS=9.61, Synergy_ZIP=-3.22, Synergy_Bliss=1.71, Synergy_Loewe=-0.722, Synergy_HSA=2.97. (3) Drug 1: CCC1(CC2CC(C3=C(CCN(C2)C1)C4=CC=CC=C4N3)(C5=C(C=C6C(=C5)C78CCN9C7C(C=CC9)(C(C(C8N6C=O)(C(=O)OC)O)OC(=O)C)CC)OC)C(=O)OC)O.OS(=O)(=O)O. Drug 2: C1C(C(OC1N2C=NC(=NC2=O)N)CO)O. Cell line: NCI-H322M. Synergy scores: CSS=0.117, Synergy_ZIP=0.894, Synergy_Bliss=1.62, Synergy_Loewe=-0.639, Synergy_HSA=-1.12. (4) Drug 1: C1=NNC2=C1C(=O)NC=N2. Drug 2: C1CNP(=O)(OC1)N(CCCl)CCCl. Cell line: SF-295. Synergy scores: CSS=-1.42, Synergy_ZIP=1.05, Synergy_Bliss=2.33, Synergy_Loewe=-0.399, Synergy_HSA=0.0720. (5) Drug 1: CC1=CC2C(CCC3(C2CCC3(C(=O)C)OC(=O)C)C)C4(C1=CC(=O)CC4)C. Drug 2: C1=CC(=CC=C1C#N)C(C2=CC=C(C=C2)C#N)N3C=NC=N3. Cell line: SF-539. Synergy scores: CSS=0.812, Synergy_ZIP=-0.881, Synergy_Bliss=-2.15, Synergy_Loewe=-1.17, Synergy_HSA=-2.19. (6) Drug 1: C1=C(C(=O)NC(=O)N1)F. Drug 2: C1C(C(OC1N2C=NC(=NC2=O)N)CO)O. Cell line: A549. Synergy scores: CSS=34.2, Synergy_ZIP=-0.927, Synergy_Bliss=-5.80, Synergy_Loewe=-6.32, Synergy_HSA=-4.84. (7) Drug 1: CC(CN1CC(=O)NC(=O)C1)N2CC(=O)NC(=O)C2. Drug 2: CC12CCC3C(C1CCC2O)C(CC4=C3C=CC(=C4)O)CCCCCCCCCS(=O)CCCC(C(F)(F)F)(F)F. Cell line: 786-0. Synergy scores: CSS=12.3, Synergy_ZIP=-1.32, Synergy_Bliss=3.42, Synergy_Loewe=2.41, Synergy_HSA=2.31.